From a dataset of Forward reaction prediction with 1.9M reactions from USPTO patents (1976-2016). Predict the product of the given reaction. (1) Given the reactants C(OC([NH:11][C@@H:12]([CH2:15][NH:16][C:17]([O:19][C:20]([CH3:23])([CH3:22])[CH3:21])=[O:18])[CH2:13][OH:14])=O)C1C=CC=CC=1, predict the reaction product. The product is: [NH2:11][C@@H:12]([CH2:15][NH:16][C:17]([O:19][C:20]([CH3:23])([CH3:22])[CH3:21])=[O:18])[CH2:13][OH:14]. (2) Given the reactants [CH2:1]([NH:3][C:4]([C:6]1[CH:11]=[CH:10][C:9](Br)=[CH:8][N:7]=1)=[O:5])[CH3:2].[CH3:13][C:14]1([CH3:30])[C:18]([CH3:20])([CH3:19])[O:17][B:16]([B:16]2[O:17][C:18]([CH3:20])([CH3:19])[C:14]([CH3:30])([CH3:13])[O:15]2)[O:15]1.C([O-])(=O)C.[K+], predict the reaction product. The product is: [CH2:1]([NH:3][C:4]([C:6]1[CH:11]=[CH:10][C:9]([B:16]2[O:17][C:18]([CH3:20])([CH3:19])[C:14]([CH3:30])([CH3:13])[O:15]2)=[CH:8][N:7]=1)=[O:5])[CH3:2]. (3) Given the reactants C(NC(C)C)(C)C.[Li]CCCC.[F:13][C:14]1[CH:19]=[CH:18][CH:17]=[C:16]([C:20]([F:23])([F:22])[F:21])[N:15]=1.[I:24]I, predict the reaction product. The product is: [F:13][C:14]1[C:19]([I:24])=[CH:18][CH:17]=[C:16]([C:20]([F:21])([F:22])[F:23])[N:15]=1. (4) Given the reactants C1(C(=[N:14][C:15]2[C:16](=[O:44])[N:17]([CH2:36][CH2:37][C:38]3[CH:43]=[CH:42][CH:41]=[CH:40][CH:39]=3)[C:18]([C:22]3[CH:27]=[CH:26][CH:25]=[CH:24][C:23]=3[O:28][CH2:29][C:30]3[CH:35]=[CH:34][CH:33]=[CH:32][CH:31]=3)=[N:19][C:20]=2[CH3:21])C2C=CC=CC=2)C=CC=CC=1.Cl, predict the reaction product. The product is: [NH2:14][C:15]1[C:16](=[O:44])[N:17]([CH2:36][CH2:37][C:38]2[CH:39]=[CH:40][CH:41]=[CH:42][CH:43]=2)[C:18]([C:22]2[CH:27]=[CH:26][CH:25]=[CH:24][C:23]=2[O:28][CH2:29][C:30]2[CH:35]=[CH:34][CH:33]=[CH:32][CH:31]=2)=[N:19][C:20]=1[CH3:21]. (5) Given the reactants [CH2:1]([N:3]([CH:34]1[CH2:39][CH2:38][O:37][CH2:36][CH2:35]1)[C:4]1[C:5]([CH3:33])=[C:6]([CH:22]=[C:23]([C:25]2[CH:26]=[N:27][C:28]([CH:31]=O)=[CH:29][CH:30]=2)[CH:24]=1)[C:7]([NH:9][CH2:10][C:11]1[C:12](=[O:21])[NH:13][C:14]([CH3:20])=[CH:15][C:16]=1[CH2:17][CH2:18][CH3:19])=[O:8])[CH3:2].[NH:40]1[CH2:45][CH2:44][O:43][CH2:42][CH2:41]1.[BH-](OC(C)=O)(OC(C)=O)OC(C)=O.[Na+], predict the reaction product. The product is: [CH2:1]([N:3]([CH:34]1[CH2:39][CH2:38][O:37][CH2:36][CH2:35]1)[C:4]1[C:5]([CH3:33])=[C:6]([CH:22]=[C:23]([C:25]2[CH:26]=[N:27][C:28]([CH2:31][N:40]3[CH2:45][CH2:44][O:43][CH2:42][CH2:41]3)=[CH:29][CH:30]=2)[CH:24]=1)[C:7]([NH:9][CH2:10][C:11]1[C:12](=[O:21])[NH:13][C:14]([CH3:20])=[CH:15][C:16]=1[CH2:17][CH2:18][CH3:19])=[O:8])[CH3:2]. (6) Given the reactants CO.C(Cl)(Cl)[Cl:4].[NH2:7][C:8]1[S:9][CH:10]=[C:11]([C:13]2[CH:18]=[CH:17][C:16]([NH:19][C:20]([CH2:22][N:23]([C:34]3[CH:42]=[CH:41][C:37]4[N:38]=[CH:39][S:40][C:36]=4[CH:35]=3)[C:24]([CH2:26][CH:27]3[CH2:32][CH2:31][C:30](=[O:33])[CH2:29][CH2:28]3)=[O:25])=[O:21])=[CH:15][CH:14]=2)[N:12]=1.[BH4-].[Na+], predict the reaction product. The product is: [ClH:4].[NH2:7][C:8]1[S:9][CH:10]=[C:11]([C:13]2[CH:18]=[CH:17][C:16]([NH:19][C:20]([CH2:22][N:23]([C:34]3[CH:42]=[CH:41][C:37]4[N:38]=[CH:39][S:40][C:36]=4[CH:35]=3)[C:24]([CH2:26][CH:27]3[CH2:32][CH2:31][CH:30]([OH:33])[CH2:29][CH2:28]3)=[O:25])=[O:21])=[CH:15][CH:14]=2)[N:12]=1.